This data is from Reaction yield outcomes from USPTO patents with 853,638 reactions. The task is: Predict the reaction yield, written as a fraction of the theoretical maximum amount of product (1.0 means a 100% yield; for example, 0.34 means a 34% yield). (1) The reactants are [C:1]([O:4][C@H:5]1[C@@H:20]([O:21][C:22](=[O:24])[CH3:23])[C@H:19]([O:25][C:26](=[O:28])[CH3:27])[C@@H:18]([CH2:29][O:30][C:31](=[O:33])[CH3:32])[O:17][C@@H:6]1[O:7][C:8]1[C:13]([Cl:14])=[CH:12][C:11](Br)=[CH:10][C:9]=1[Cl:16])(=[O:3])[CH3:2].[CH3:34][O:35][C:36]([C:38]1[CH:43]=[CH:42][C:41](B(O)O)=[CH:40][CH:39]=1)=[O:37].C(=O)([O-])[O-].[Cs+].[Cs+].C(O[C@H]1[C@@H](OC(=O)C)[C@H](OC(=O)C)[C@@H](COC(=O)C)O[C@@H]1OC1C=CC(C2C=CC(C(OC)=O)=CC=2)=CC=1Cl)(=O)C. The catalyst is O1CCOCC1.C1C=CC([P]([Pd]([P](C2C=CC=CC=2)(C2C=CC=CC=2)C2C=CC=CC=2)([P](C2C=CC=CC=2)(C2C=CC=CC=2)C2C=CC=CC=2)[P](C2C=CC=CC=2)(C2C=CC=CC=2)C2C=CC=CC=2)(C2C=CC=CC=2)C2C=CC=CC=2)=CC=1. The product is [C:1]([O:4][C@H:5]1[C@@H:20]([O:21][C:22](=[O:24])[CH3:23])[C@H:19]([O:25][C:26](=[O:28])[CH3:27])[C@@H:18]([CH2:29][O:30][C:31](=[O:33])[CH3:32])[O:17][C@@H:6]1[O:7][C:8]1[C:13]([Cl:14])=[CH:12][C:11]([C:41]2[CH:42]=[CH:43][C:38]([C:36]([O:35][CH3:34])=[O:37])=[CH:39][CH:40]=2)=[CH:10][C:9]=1[Cl:16])(=[O:3])[CH3:2]. The yield is 0.300. (2) The product is [ClH:4].[NH2:13][CH2:12][C@@H:11]([C:21]([O:23][CH3:24])=[O:22])[NH:10][C:8](=[O:9])[C:7]1[C:6]([Cl:5])=[CH:28][C:27]([C:29]([NH:31][CH2:32][C:33]2[CH:38]=[CH:37][CH:36]=[C:35]([OH:39])[CH:34]=2)=[O:30])=[CH:26][C:25]=1[Cl:40]. The reactants are C([Cl:4])(=O)C.[Cl:5][C:6]1[CH:28]=[C:27]([C:29]([NH:31][CH2:32][C:33]2[CH:38]=[CH:37][CH:36]=[C:35]([OH:39])[CH:34]=2)=[O:30])[CH:26]=[C:25]([Cl:40])[C:7]=1[C:8]([NH:10][C@H:11]([C:21]([O:23][CH3:24])=[O:22])[CH2:12][NH:13]C(OC(C)(C)C)=O)=[O:9]. The catalyst is CO. The yield is 0.970.